This data is from Reaction yield outcomes from USPTO patents with 853,638 reactions. The task is: Predict the reaction yield, written as a fraction of the theoretical maximum amount of product (1.0 means a 100% yield; for example, 0.34 means a 34% yield). (1) The reactants are [H-].[Na+].[F:3][C:4]1[CH:9]=[CH:8][C:7]([NH:10][C:11](=[O:13])[CH3:12])=[CH:6][C:5]=1[N+:14]([O-:16])=[O:15].I[CH3:18]. The catalyst is C1COCC1. The product is [F:3][C:4]1[CH:9]=[CH:8][C:7]([N:10]([CH3:18])[C:11](=[O:13])[CH3:12])=[CH:6][C:5]=1[N+:14]([O-:16])=[O:15]. The yield is 1.00. (2) The reactants are [OH:1][C:2]1[CH:11]=[C:10]2[C:5]([C:6]([O:12][C:13]3[C:14]([CH3:23])=[N:15][C:16]4[C:21]([CH:22]=3)=[CH:20][CH:19]=[CH:18][N:17]=4)=[CH:7][CH:8]=[N:9]2)=[CH:4][C:3]=1[O:24][CH3:25].C(=O)([O-])[O-].[K+].[K+].[CH2:32]([CH:34]1[O:36][CH2:35]1)Br.O. The catalyst is CN(C)C=O. The product is [CH3:25][O:24][C:3]1[CH:4]=[C:5]2[C:10](=[CH:11][C:2]=1[O:1][CH2:32][CH:34]1[CH2:35][O:36]1)[N:9]=[CH:8][CH:7]=[C:6]2[O:12][C:13]1[C:14]([CH3:23])=[N:15][C:16]2[C:21]([CH:22]=1)=[CH:20][CH:19]=[CH:18][N:17]=2. The yield is 0.550. (3) The reactants are [CH2:1]([O:8][C:9]1[CH:14]=[CH:13][C:12]([NH:15][C:16]2[C:25]3[C:20](=[CH:21][CH:22]=[C:23](Br)[CH:24]=3)[N:19]=[CH:18][N:17]=2)=[CH:11][CH:10]=1)[C:2]1[CH:7]=[CH:6][CH:5]=[CH:4][CH:3]=1.[O:27]1[CH2:31][CH2:30][O:29][CH:28]1[C:32]1[O:36][C:35]([Sn](CCCC)(CCCC)CCCC)=[CH:34][CH:33]=1. The catalyst is O1CCOCC1. The product is [CH2:1]([O:8][C:9]1[CH:14]=[CH:13][C:12]([NH:15][C:16]2[C:25]3[C:20](=[CH:21][CH:22]=[C:23]([C:35]4[O:36][C:32]([CH:28]5[O:29][CH2:30][CH2:31][O:27]5)=[CH:33][CH:34]=4)[CH:24]=3)[N:19]=[CH:18][N:17]=2)=[CH:11][CH:10]=1)[C:2]1[CH:7]=[CH:6][CH:5]=[CH:4][CH:3]=1. The yield is 0.620. (4) The reactants are [F:1][C:2]1[CH:7]=[CH:6][C:5]([NH:8][C:9]([C:11]2([C:14]([OH:16])=O)[CH2:13][CH2:12]2)=[O:10])=[CH:4][CH:3]=1.C(N(CC)CC)C.S(Cl)(Cl)=O.[NH2:28][C:29]1[CH:44]=[CH:43][C:32]([O:33][C:34]2[CH:39]=[CH:38][N:37]=[C:36]([C:40]([NH2:42])=[O:41])[CH:35]=2)=[C:31]([F:45])[CH:30]=1. The catalyst is O1CCCC1. The product is [F:45][C:31]1[CH:30]=[C:29]([NH:28][C:14]([C:11]2([C:9](=[O:10])[NH:8][C:5]3[CH:4]=[CH:3][C:2]([F:1])=[CH:7][CH:6]=3)[CH2:12][CH2:13]2)=[O:16])[CH:44]=[CH:43][C:32]=1[O:33][C:34]1[CH:39]=[CH:38][N:37]=[C:36]([C:40]([NH2:42])=[O:41])[CH:35]=1. The yield is 0.410. (5) The reactants are [H-].C([Al+]CC(C)C)C(C)C.[F:11][C:12]1[CH:17]=[CH:16][C:15]([C:18]2[S:22][N:21]=[N:20][C:19]=2[C:23](OC)=[O:24])=[CH:14][CH:13]=1.Cl. The catalyst is O1CCCC1. The product is [F:11][C:12]1[CH:13]=[CH:14][C:15]([C:18]2[S:22][N:21]=[N:20][C:19]=2[CH2:23][OH:24])=[CH:16][CH:17]=1. The yield is 0.760. (6) The reactants are Br[CH2:2][CH2:3][CH:4]=[C:5]1[C:15]2[C:10](=[N:11][CH:12]=[CH:13][CH:14]=2)[O:9][C:8]2[CH:16]=[CH:17][CH:18]=[C:19]([OH:20])[C:7]=2[CH2:6]1.[F:21][C:22]1[CH:27]=[CH:26][C:25]([C:28]2([OH:34])[CH2:33][CH2:32][NH:31][CH2:30][CH2:29]2)=[CH:24][CH:23]=1.C(N(CC)CC)C. The catalyst is CN(C=O)C. The product is [F:21][C:22]1[CH:27]=[CH:26][C:25]([C:28]2([OH:34])[CH2:29][CH2:30][N:31]([CH2:2][CH2:3][CH:4]=[C:5]3[C:15]4[C:10](=[N:11][CH:12]=[CH:13][CH:14]=4)[O:9][C:8]4[CH:16]=[CH:17][CH:18]=[C:19]([OH:20])[C:7]=4[CH2:6]3)[CH2:32][CH2:33]2)=[CH:24][CH:23]=1. The yield is 0.390. (7) The reactants are C([O:5][C:6](=[O:18])[CH2:7][CH2:8][C:9]1[CH:10]=[C:11]([C:14]([O:16][CH3:17])=[O:15])[NH:12][CH:13]=1)(C)(C)C.Cl. No catalyst specified. The product is [CH3:17][O:16][C:14]([C:11]1[NH:12][CH:13]=[C:9]([CH2:8][CH2:7][C:6]([OH:18])=[O:5])[CH:10]=1)=[O:15]. The yield is 0.950. (8) The reactants are [H-].[Na+].C(OP([CH2:11][C:12]1[C:21]2[C:16](=[CH:17][CH:18]=[C:19]([O:22][CH3:23])[N:20]=2)[N:15]=[CH:14][C:13]=1[O:24][CH2:25][C:26]1[CH:31]=[CH:30][CH:29]=[CH:28][CH:27]=1)(=O)OCC)C.[C:32]([O:36][C:37](=[O:48])[NH:38][C@H:39]1[CH2:44][CH2:43][C@H:42]([CH2:45][CH:46]=O)[CH2:41][CH2:40]1)([CH3:35])([CH3:34])[CH3:33].C(OCC)(=O)C. The catalyst is O1CCCC1. The product is [C:32]([O:36][C:37](=[O:48])[NH:38][C@H:39]1[CH2:40][CH2:41][C@H:42]([CH2:45][CH:46]=[CH:11][C:12]2[C:21]3[C:16](=[CH:17][CH:18]=[C:19]([O:22][CH3:23])[N:20]=3)[N:15]=[CH:14][C:13]=2[O:24][CH2:25][C:26]2[CH:27]=[CH:28][CH:29]=[CH:30][CH:31]=2)[CH2:43][CH2:44]1)([CH3:35])([CH3:34])[CH3:33]. The yield is 0.550. (9) The reactants are [CH2:1]([O:3][C:4]([C:6]1[CH:7]=[C:8]2[C:13](=[CH:14][CH:15]=1)[NH:12][CH:11]([C:16]1[CH:21]=[CH:20][C:19]([F:22])=[C:18]([Br:23])[CH:17]=1)[C:10]([CH3:25])([CH3:24])[CH:9]2O)=[O:5])[CH3:2].C([SiH](CC)CC)C.FC(F)(F)C(O)=O. No catalyst specified. The product is [CH2:1]([O:3][C:4]([C:6]1[CH:7]=[C:8]2[C:13](=[CH:14][CH:15]=1)[NH:12][CH:11]([C:16]1[CH:21]=[CH:20][C:19]([F:22])=[C:18]([Br:23])[CH:17]=1)[C:10]([CH3:24])([CH3:25])[CH2:9]2)=[O:5])[CH3:2]. The yield is 0.340. (10) The reactants are [CH3:1][CH:2]1[C:10]2[CH:9]=[C:8]3[O:11][CH2:12][C:13](=C)[CH2:14][O:15][C:7]3=[CH:6][C:5]=2[CH2:4][CH2:3]1.I([O-])(=O)(=O)=[O:18].[Na+]. The catalyst is C(#N)C.O.C(Cl)(Cl)(Cl)Cl.O.[Ru](Cl)(Cl)Cl. The product is [CH3:1][CH:2]1[C:10]2[CH:9]=[C:8]3[O:11][CH2:12][C:13](=[O:18])[CH2:14][O:15][C:7]3=[CH:6][C:5]=2[CH2:4][CH2:3]1. The yield is 0.500.